Dataset: CYP2D6 inhibition data for predicting drug metabolism from PubChem BioAssay. Task: Regression/Classification. Given a drug SMILES string, predict its absorption, distribution, metabolism, or excretion properties. Task type varies by dataset: regression for continuous measurements (e.g., permeability, clearance, half-life) or binary classification for categorical outcomes (e.g., BBB penetration, CYP inhibition). Dataset: cyp2d6_veith. (1) The result is 0 (non-inhibitor). The drug is Cc1ccc(S(=O)(=O)N(C)c2cc(S(=O)(=O)N3CCC(C)CC3)c(C)cc2C)cc1. (2) The compound is COC(=O)[C@@H]1O[C@@H](SCCN)[C@@H](O)[C@H](O)[C@H]1O.O=S(=O)(O)O. The result is 0 (non-inhibitor). (3) The molecule is Nc1ncnc2nc(-c3ccc(C[P+](c4ccccc4)(c4ccccc4)c4ccccc4)cc3)[nH]c12. The result is 0 (non-inhibitor). (4) The drug is Cc1ccc(OCC(=O)NNC(=O)c2cccnc2)cc1. The result is 0 (non-inhibitor). (5) The molecule is C=CC[C@@H]1C=C[C@@H](O/N=C(/C)CCC(=O)OC[C@@H]2O[C@H](c3ccccc3)C=C[C@@H]2Oc2ccc(OC)cc2)[C@@H](CO)O1. The result is 0 (non-inhibitor). (6) The compound is CC(/C=N/n1c(-c2cccnc2)n[nH]c1=S)=C\c1ccccc1. The result is 1 (inhibitor). (7) The compound is CCc1c(C)c(C#N)c2nc3ccccc3n2c1N1CCN(c2cc(C)ccn2)CC1. The result is 0 (non-inhibitor).